From a dataset of Catalyst prediction with 721,799 reactions and 888 catalyst types from USPTO. Predict which catalyst facilitates the given reaction. (1) Reactant: [H-].[Na+].[F:3][C:4]1([F:10])[CH2:7][CH:6]([CH2:8][OH:9])[CH2:5]1.Cl[C:12]1[C:17]([Cl:18])=[CH:16][CH:15]=[CH:14][N:13]=1.Cl. Product: [Cl:18][C:17]1[C:12]([O:9][CH2:8][CH:6]2[CH2:7][C:4]([F:10])([F:3])[CH2:5]2)=[N:13][CH:14]=[CH:15][CH:16]=1. The catalyst class is: 1. (2) Reactant: O1CCCCC1[O:7][CH2:8][CH2:9][N:10]1[CH:14]=[C:13]([CH2:15][C:16]([F:19])([F:18])[F:17])[N:12]=[C:11]1[CH:20]1[CH2:25][CH2:24][N:23](C(OC(C)(C)C)=O)[CH2:22][CH2:21]1.[Cl:33]CCl.[ClH:36]. Product: [ClH:33].[ClH:36].[NH:23]1[CH2:24][CH2:25][CH:20]([C:11]2[N:10]([CH2:9][CH2:8][OH:7])[CH:14]=[C:13]([CH2:15][C:16]([F:18])([F:17])[F:19])[N:12]=2)[CH2:21][CH2:22]1. The catalyst class is: 5. (3) Reactant: Cl.[NH2:2][C:3]1[C:4](=[O:14])[NH:5][C:6](=[O:13])[N:7]([CH2:10][CH2:11][CH3:12])[C:8]=1[NH2:9].C[O:16][C:17]([C:19]12[CH2:26][CH2:25][C:22]([C:27](O)=O)([CH2:23][CH2:24]1)[CH2:21][CH2:20]2)=[O:18].CN(C(ON1N=NC2C=CC=NC1=2)=[N+](C)C)C.F[P-](F)(F)(F)(F)F.CCN(CC)CC.O.[OH-].[Na+].Cl. Product: [O:13]=[C:6]1[N:7]([CH2:10][CH2:11][CH3:12])[C:8]2[N:9]=[C:27]([C:22]34[CH2:25][CH2:26][C:19]([C:17]([OH:18])=[O:16])([CH2:20][CH2:21]3)[CH2:24][CH2:23]4)[NH:2][C:3]=2[C:4](=[O:14])[NH:5]1. The catalyst class is: 3. (4) Reactant: [NH2:1][C@H:2]([C:11]([OH:13])=[O:12])[CH2:3][C:4]1[CH:9]=[CH:8][C:7]([OH:10])=[CH:6][CH:5]=1.S(=O)(=O)(O)O.[CH2:19]([OH:23])[CH2:20][CH2:21][CH3:22]. Product: [C:19]([O:10][C:7]1[CH:6]=[CH:5][C:4]([CH2:3][C@@H:2]([C:11]([OH:13])=[O:12])[NH2:1])=[CH:9][CH:8]=1)(=[O:23])[CH2:20][CH2:21][CH3:22]. The catalyst class is: 226. (5) Reactant: [CH3:1][O:2][CH:3]([O:20][CH3:21])[CH2:4][N:5]1[C:14]2[C:9](=[N:10][CH:11]=[C:12]([C:15]([F:18])([F:17])[F:16])[CH:13]=2)[CH2:8][CH2:7][C:6]1=[O:19].ClC1C(=O)C(C#N)=C(C#N)C(=O)C=1Cl.O.[OH-].[Na+]. Product: [CH3:21][O:20][CH:3]([O:2][CH3:1])[CH2:4][N:5]1[C:14]2[C:9](=[N:10][CH:11]=[C:12]([C:15]([F:18])([F:17])[F:16])[CH:13]=2)[CH:8]=[CH:7][C:6]1=[O:19]. The catalyst class is: 155. (6) Reactant: [NH2:1][C:2]1[CH:7]=[CH:6][C:5]([N:8]2[CH:13]=[CH:12][C:11]([CH3:14])=[CH:10][C:9]2=[O:15])=[CH:4][CH:3]=1.Cl.Cl[CH2:18][CH2:19][NH:20][CH2:21][CH2:22]Cl.C(=O)([O-])[O-].[K+].[K+]. Product: [CH3:14][C:11]1[CH:12]=[CH:13][N:8]([C:5]2[CH:6]=[CH:7][C:2]([N:1]3[CH2:22][CH2:21][NH:20][CH2:19][CH2:18]3)=[CH:3][CH:4]=2)[C:9](=[O:15])[CH:10]=1. The catalyst class is: 51. (7) Reactant: [Cl:1][C:2]1[N:7]=[C:6](Cl)[C:5]([F:9])=[C:4]([CH2:10][CH3:11])[N:3]=1.[OH-:12].[Na+]. Product: [NH4+:3].[Cl:1][C:2]1[N:7]=[C:6]([OH:12])[C:5]([F:9])=[C:4]([CH2:10][CH3:11])[N:3]=1. The catalyst class is: 6. (8) Reactant: [Br:1][CH2:2][CH:3]([OH:23])[CH2:4][O:5][C:6](=[O:22])[C@H:7]([CH:19]([CH3:21])[CH3:20])[NH:8][C:9]([O:11][CH2:12][C:13]1[CH:18]=[CH:17][CH:16]=[CH:15][CH:14]=1)=[O:10].N1C=CC=CC=1.[C:30](Cl)(=[O:48])[CH2:31][CH2:32][CH2:33][CH2:34][CH2:35][CH2:36][CH2:37][CH2:38][CH2:39][CH2:40][CH2:41][CH2:42][CH2:43][CH2:44][CH2:45][CH2:46][CH3:47].C(=O)([O-])O.[Na+]. Product: [Br:1][CH2:2][CH:3]([O:23][C:30](=[O:48])[CH2:31][CH2:32][CH2:33][CH2:34][CH2:35][CH2:36][CH2:37][CH2:38][CH2:39][CH2:40][CH2:41][CH2:42][CH2:43][CH2:44][CH2:45][CH2:46][CH3:47])[CH2:4][O:5][C:6](=[O:22])[C@H:7]([CH:19]([CH3:20])[CH3:21])[NH:8][C:9]([O:11][CH2:12][C:13]1[CH:18]=[CH:17][CH:16]=[CH:15][CH:14]=1)=[O:10]. The catalyst class is: 4.